The task is: Regression/Classification. Given a drug SMILES string, predict its toxicity properties. Task type varies by dataset: regression for continuous values (e.g., LD50, hERG inhibition percentage) or binary classification for toxic/non-toxic outcomes (e.g., AMES mutagenicity, cardiotoxicity, hepatotoxicity). Dataset: herg_karim.. This data is from hERG potassium channel inhibition data for cardiac toxicity prediction from Karim et al.. (1) The molecule is Cc1nnc(C(=O)N[C@@H]2CC(C)(C)Oc3nc(-c4ccc(Cl)cc4Cl)c(-c4ccc(Cl)cc4)cc32)[nH]1. The result is 1 (blocker). (2) The molecule is Cn1c(SCCCN2CC[C@]3(C[C@@H]3c3ccc(C(F)(F)F)cc3)C2)nnc1C1CC2CCC(C1)O2. The result is 1 (blocker). (3) The compound is Cc1nn(-c2ccccc2)nc1C(=O)NC1COc2cccc(-c3ccncc3)c2C1. The result is 1 (blocker). (4) The molecule is Cc1cccc(C)c1NC(=O)CC12CCC[N+]1CCC2. The result is 0 (non-blocker).